From a dataset of Forward reaction prediction with 1.9M reactions from USPTO patents (1976-2016). Predict the product of the given reaction. (1) The product is: [Cl:1][C:2]1[C:6]([Cl:7])=[C:5]([CH3:8])[NH:4][C:3]=1[C:9]([NH:11][CH:12]1[CH2:17][CH2:16][N:15]([C:18]2[S:22][C:21]([CH2:23][OH:24])=[N:20][N:19]=2)[CH2:14][CH2:13]1)=[O:10]. Given the reactants [Cl:1][C:2]1[C:6]([Cl:7])=[C:5]([CH3:8])[NH:4][C:3]=1[C:9]([NH:11][CH:12]1[CH2:17][CH2:16][N:15]([C:18]2[S:22][C:21]([C:23](OCC)=[O:24])=[N:20][N:19]=2)[CH2:14][CH2:13]1)=[O:10].[H-].C([Al+]CC(C)C)C(C)C, predict the reaction product. (2) Given the reactants [Cl:1][C:2]1[N:7]=[C:6]([C:8](C)(C(OCC)=O)[C:9](OCC)=O)[C:5]([F:20])=[CH:4][N:3]=1.CC(O)=O.Cl.O, predict the reaction product. The product is: [Cl:1][C:2]1[N:7]=[C:6]([CH2:8][CH3:9])[C:5]([F:20])=[CH:4][N:3]=1. (3) Given the reactants [CH2:1]([CH:3]([NH2:6])[CH2:4][CH3:5])[CH3:2].[CH:7]1[N:11]=[CH:10][N:9]([C:12](N2C=NC=C2)=[O:13])[CH:8]=1, predict the reaction product. The product is: [CH2:1]([CH:3]([NH:6][C:12]([N:9]1[CH:8]=[CH:7][N:11]=[CH:10]1)=[O:13])[CH2:4][CH3:5])[CH3:2].